Dataset: Full USPTO retrosynthesis dataset with 1.9M reactions from patents (1976-2016). Task: Predict the reactants needed to synthesize the given product. Given the product [CH3:44][C:26]1[CH:27]=[C:28]([C:31]([N:33]2[CH2:39][CH2:38][CH2:37][CH2:36][C:35]3[CH:40]=[CH:41][CH:42]=[CH:43][C:34]2=3)=[O:32])[CH:29]=[CH:30][C:25]=1[CH2:24][NH:23][C:22]([N:14]1[C:15]2[C:20](=[CH:19][CH:18]=[CH:17][C:16]=2[F:21])[N:11]([CH2:10][CH2:9][CH2:8][NH2:7])[C:12](=[O:46])[CH2:13]1)=[O:45], predict the reactants needed to synthesize it. The reactants are: C(OC(=O)[NH:7][CH2:8][CH2:9][CH2:10][N:11]1[C:20]2[C:15](=[C:16]([F:21])[CH:17]=[CH:18][CH:19]=2)[N:14]([C:22](=[O:45])[NH:23][CH2:24][C:25]2[CH:30]=[CH:29][C:28]([C:31]([N:33]3[CH2:39][CH2:38][CH2:37][CH2:36][C:35]4[CH:40]=[CH:41][CH:42]=[CH:43][C:34]3=4)=[O:32])=[CH:27][C:26]=2[CH3:44])[CH2:13][C:12]1=[O:46])(C)(C)C.Cl.O1CCOCC1.